This data is from Reaction yield outcomes from USPTO patents with 853,638 reactions. The task is: Predict the reaction yield, written as a fraction of the theoretical maximum amount of product (1.0 means a 100% yield; for example, 0.34 means a 34% yield). The reactants are [C:1]1([C:7]#[C:8][CH3:9])[CH:6]=[CH:5][CH:4]=[CH:3][CH:2]=1. The catalyst is C1(C)C=CC=CC=1. The product is [C:1]1([C:7]#[C:8][C:9]2[CH:5]=[CH:6][CH:1]=[CH:2][CH:3]=2)[CH:6]=[CH:5][CH:4]=[CH:3][CH:2]=1. The yield is 0.980.